From a dataset of Full USPTO retrosynthesis dataset with 1.9M reactions from patents (1976-2016). Predict the reactants needed to synthesize the given product. (1) Given the product [Br-:7].[Br:7][CH2:8][CH2:9][CH2:10][C:3]1[NH:4][CH:5]=[CH:6][N+:2]=1[CH3:1], predict the reactants needed to synthesize it. The reactants are: [CH3:1][N:2]1[CH:6]=[CH:5][N:4]=[CH:3]1.[Br:7][CH2:8][CH2:9][CH2:10]Br.CC1NC=CN=1.BrC(Br)(C)C.N1C=CN=C1. (2) Given the product [C:1]([C:3]1[C:4]([C:29]2[CH:34]=[CH:33][C:32]([O:35][C:36]3[CH:37]=[CH:38][C:39]([F:42])=[CH:40][CH:41]=3)=[CH:31][CH:30]=2)=[N:5][N:6]2[CH:11]([C:12]3[CH:17]=[CH:16][CH:15]=[CH:14][C:13]=3[NH:18][C:19](=[O:28])[O:20][CH2:21][C:22]3[CH:27]=[CH:26][CH:25]=[CH:24][CH:23]=3)[CH2:10][CH2:9][NH:8][C:7]=12)(=[O:47])[NH2:2], predict the reactants needed to synthesize it. The reactants are: [C:1]([C:3]1[C:4]([C:29]2[CH:34]=[CH:33][C:32]([O:35][C:36]3[CH:41]=[CH:40][C:39]([F:42])=[CH:38][CH:37]=3)=[CH:31][CH:30]=2)=[N:5][N:6]2[CH:11]([C:12]3[CH:17]=[CH:16][CH:15]=[CH:14][C:13]=3[NH:18][C:19](=[O:28])[O:20][CH2:21][C:22]3[CH:27]=[CH:26][CH:25]=[CH:24][CH:23]=3)[CH2:10][CH2:9][NH:8][C:7]=12)#[N:2].ClCCC(NC1C=C(C2N3N=C(C4C=CC(OC5C=CC=CC=5)=CC=4)C(C(N)=O)=C3NCC2)C=CC=1)=[O:47]. (3) Given the product [CH2-:6][C:7]([CH3:8])=[O:15].[Br:1][C:2]1[C:11]([CH3:12])=[CH:10][C:9]2[C:8]([CH3:14])([CH3:13])[C@@H:7]([OH:15])[C@@H:6]([OH:16])[C:5]([CH3:18])([CH3:17])[C:4]=2[CH:3]=1, predict the reactants needed to synthesize it. The reactants are: [Br:1][C:2]1[C:11]([CH3:12])=[CH:10][C:9]2[C:8]([CH3:14])([CH3:13])[C@@H:7]([OH:15])[C@@H:6]([OH:16])[C:5]([CH3:18])([CH3:17])[C:4]=2[CH:3]=1.O.C1(C)C=CC(S(O)(=O)=O)=CC=1. (4) Given the product [Br:1][C:2]1[CH:7]=[CH:6][C:5]([C:8]2[N:9]=[C:10]([N:13]3[CH2:17][CH2:16][N:15]([CH3:21])[C:14]3=[O:18])[S:11][CH:12]=2)=[CH:4][CH:3]=1, predict the reactants needed to synthesize it. The reactants are: [Br:1][C:2]1[CH:7]=[CH:6][C:5]([C:8]2[N:9]=[C:10]([N:13]3[CH2:17][CH2:16][NH:15][C:14]3=[O:18])[S:11][CH:12]=2)=[CH:4][CH:3]=1.[H-].[Na+].[CH3:21]I. (5) Given the product [C:23]1([C:2]2[CH:20]=[CH:19][C:5]3[O:6][CH2:7][C:8]4[CH:18]=[CH:17][CH:16]=[CH:15][C:9]=4[N:10]([C:12](=[O:14])[CH3:13])[CH2:11][C:4]=3[CH:3]=2)[CH:28]=[CH:27][CH:26]=[CH:25][CH:24]=1, predict the reactants needed to synthesize it. The reactants are: Cl[C:2]1[CH:20]=[CH:19][C:5]2[O:6][CH2:7][C:8]3[CH:18]=[CH:17][CH:16]=[CH:15][C:9]=3[N:10]([C:12](=[O:14])[CH3:13])[CH2:11][C:4]=2[CH:3]=1.[F-].[K+].[C:23]1(OB=O)[CH:28]=[CH:27][CH:26]=[CH:25][CH:24]=1.C(P(C(C)(C)C)C(C)(C)C)(C)(C)C. (6) Given the product [NH2:3][C:4]([C:6]1[CH:7]=[N:8][C:9]2[C:14]([C:15]=1[NH:16][C:17]1[CH:18]=[C:19]([CH:24]=[CH:25][CH:26]=1)[C:20]([OH:22])=[O:21])=[CH:13][C:12]([O:27][CH3:28])=[C:11]([C:29]1[C:33]([CH3:34])=[N:32][NH:31][C:30]=1[CH3:35])[CH:10]=2)=[O:5], predict the reactants needed to synthesize it. The reactants are: [OH-].[Na+].[NH2:3][C:4]([C:6]1[CH:7]=[N:8][C:9]2[C:14]([C:15]=1[NH:16][C:17]1[CH:18]=[C:19]([CH:24]=[CH:25][CH:26]=1)[C:20]([O:22]C)=[O:21])=[CH:13][C:12]([O:27][CH3:28])=[C:11]([C:29]1[C:30]([CH3:35])=[N:31][NH:32][C:33]=1[CH3:34])[CH:10]=2)=[O:5].Cl.